Dataset: Peptide-MHC class I binding affinity with 185,985 pairs from IEDB/IMGT. Task: Regression. Given a peptide amino acid sequence and an MHC pseudo amino acid sequence, predict their binding affinity value. This is MHC class I binding data. (1) The peptide sequence is NTVATLYCV. The binding affinity (normalized) is 1.00. The MHC is HLA-A02:06 with pseudo-sequence HLA-A02:06. (2) The peptide sequence is LMYDIINSV. The MHC is HLA-B53:01 with pseudo-sequence HLA-B53:01. The binding affinity (normalized) is 0. (3) The peptide sequence is AVREATAAF. The MHC is HLA-B58:01 with pseudo-sequence HLA-B58:01. The binding affinity (normalized) is 0.0847. (4) The peptide sequence is FIPISASDM. The MHC is HLA-A02:02 with pseudo-sequence HLA-A02:02. The binding affinity (normalized) is 0.340. (5) The peptide sequence is SSDDIPPRW. The MHC is HLA-A01:01 with pseudo-sequence HLA-A01:01. The binding affinity (normalized) is 0.0847. (6) The peptide sequence is SYTMCSGKF. The MHC is HLA-A23:01 with pseudo-sequence HLA-A23:01. The binding affinity (normalized) is 0.530.